From a dataset of HIV replication inhibition screening data with 41,000+ compounds from the AIDS Antiviral Screen. Binary Classification. Given a drug SMILES string, predict its activity (active/inactive) in a high-throughput screening assay against a specified biological target. (1) The drug is CC(c1ccccc1)C(CC#N)C1CCCC1(O)C#Cc1ccc2c(c1)OCO2. The result is 0 (inactive). (2) The molecule is Nc1ccc(S(=O)(=O)C(=O)O)cc1. The result is 0 (inactive).